From a dataset of Forward reaction prediction with 1.9M reactions from USPTO patents (1976-2016). Predict the product of the given reaction. (1) Given the reactants [Br:1][C:2]1[CH:19]=[CH:18][CH:17]=[CH:16][C:3]=1[CH2:4][N:5]1[C:13]2[C:8](=[CH:9][CH:10]=[CH:11][CH:12]=2)[C:7](=[O:14])[C:6]1=[O:15].[N+:20]([CH3:23])([O-:22])=[O:21], predict the reaction product. The product is: [Br:1][C:2]1[CH:19]=[CH:18][CH:17]=[CH:16][C:3]=1[CH2:4][N:5]1[C:13]2[C:8](=[CH:9][CH:10]=[CH:11][CH:12]=2)[C:7]([OH:14])([CH2:23][N+:20]([O-:22])=[O:21])[C:6]1=[O:15]. (2) Given the reactants [C:1]1([CH:7]([N:9]2[CH2:16][CH:15]3[CH:10]2[CH2:11][CH2:12][N:13]([C:17]([O:19]C(C)(C)C)=O)[CH2:14]3)[CH3:8])[CH:6]=[CH:5][CH:4]=[CH:3][CH:2]=1.[F:24][C:25]([F:30])([F:29])C(O)=O.C(N(CC)CC)C.FC(F)(F)C(OC(=O)C(F)(F)F)=O, predict the reaction product. The product is: [F:24][C:25]([F:30])([F:29])[C:17]([N:13]1[CH2:12][CH2:11][CH:10]2[CH:15]([CH2:16][N:9]2[CH:7]([C:1]2[CH:6]=[CH:5][CH:4]=[CH:3][CH:2]=2)[CH3:8])[CH2:14]1)=[O:19].